Dataset: Forward reaction prediction with 1.9M reactions from USPTO patents (1976-2016). Task: Predict the product of the given reaction. (1) Given the reactants [NH2:1][C:2]1[N:7]=[N:6][C:5]([CH2:8][CH2:9][CH:10]([F:31])[CH2:11][N:12]2[CH:16]=[C:15]([C:17]([NH:19][CH2:20][C:21]3[CH:26]=[C:25]([C:27]([F:30])([F:29])[F:28])[CH:24]=[CH:23][N:22]=3)=[O:18])[N:14]=[N:13]2)=[CH:4][CH:3]=1.Cl.[N:33]1[CH:38]=[CH:37][CH:36]=[CH:35][C:34]=1[CH2:39][C:40](O)=[O:41].CN(C(ON1N=NC2C=CC=NC1=2)=[N+](C)C)C.F[P-](F)(F)(F)(F)F.CCN(C(C)C)C(C)C, predict the reaction product. The product is: [F:31][CH:10]([CH2:9][CH2:8][C:5]1[N:6]=[N:7][C:2]([NH:1][C:40](=[O:41])[CH2:39][C:34]2[CH:35]=[CH:36][CH:37]=[CH:38][N:33]=2)=[CH:3][CH:4]=1)[CH2:11][N:12]1[CH:16]=[C:15]([C:17]([NH:19][CH2:20][C:21]2[CH:26]=[C:25]([C:27]([F:30])([F:29])[F:28])[CH:24]=[CH:23][N:22]=2)=[O:18])[N:14]=[N:13]1. (2) Given the reactants ClC1N=C(C2SC(C(C)C)=NC=2C2C=C(C=CC=2)N)C=CN=1.[Cl:23][C:24]1[N:29]=[C:28]([C:30]2[S:34][C:33]([N:35]3[CH2:40][CH2:39][O:38][CH2:37][CH2:36]3)=[N:32][C:31]=2[C:41]2[C:42]([F:55])=[C:43]([NH:48]C(=O)OCC=C)[CH:44]=[CH:45][C:46]=2[F:47])[CH:27]=[CH:26][N:25]=1, predict the reaction product. The product is: [Cl:23][C:24]1[N:29]=[C:28]([C:30]2[S:34][C:33]([N:35]3[CH2:36][CH2:37][O:38][CH2:39][CH2:40]3)=[N:32][C:31]=2[C:41]2[C:42]([F:55])=[C:43]([CH:44]=[CH:45][C:46]=2[F:47])[NH2:48])[CH:27]=[CH:26][N:25]=1.